From a dataset of Catalyst prediction with 721,799 reactions and 888 catalyst types from USPTO. Predict which catalyst facilitates the given reaction. (1) Reactant: Br[CH2:2][CH2:3][CH2:4][CH3:5].[OH:6][C:7]1[CH:16]=[C:15]([C@H:17]([CH3:21])[C:18]([OH:20])=[O:19])[CH:14]=[C:13]2[C:8]=1[C@@H:9]1[CH2:27][C:26]([CH3:28])=[CH:25][CH2:24][C@H:10]1[C:11]([CH3:23])([CH3:22])[O:12]2.C(=O)(O)[O-].[Na+].CCCCCC. Product: [OH:6][C:7]1[CH:16]=[C:15]([C@H:17]([CH3:21])[C:18]([O:20][CH2:2][CH2:3][CH2:4][CH3:5])=[O:19])[CH:14]=[C:13]2[C:8]=1[C@@H:9]1[CH2:27][C:26]([CH3:28])=[CH:25][CH2:24][C@H:10]1[C:11]([CH3:23])([CH3:22])[O:12]2. The catalyst class is: 384. (2) The catalyst class is: 3. Reactant: [Cl:1][C:2]1[C:15]([Cl:16])=[CH:14][C:5]2[NH:6][C:7]([CH2:9][C:10]([F:13])([F:12])[F:11])=[N:8][C:4]=2[CH:3]=1.C(=O)([O-])[O-].[K+].[K+].[CH3:23][S:24]([C:27]1[CH:34]=[CH:33][C:30]([CH2:31]Br)=[CH:29][CH:28]=1)(=[O:26])=[O:25]. Product: [Cl:16][C:15]1[C:2]([Cl:1])=[CH:3][C:4]2[N:8]([CH2:31][C:30]3[CH:29]=[CH:28][C:27]([S:24]([CH3:23])(=[O:26])=[O:25])=[CH:34][CH:33]=3)[C:7]([CH2:9][C:10]([F:12])([F:13])[F:11])=[N:6][C:5]=2[CH:14]=1. (3) Reactant: Br[C:2]1[C:7]([CH3:8])=[C:6]([CH3:9])[C:5]([CH3:10])=[CH:4][N:3]=1.[C:11]1(B(O)O)[CH:16]=[CH:15][CH:14]=[CH:13][CH:12]=1.C([O-])([O-])=O.[K+].[K+].COCCOC. Product: [C:11]1([C:2]2[C:7]([CH3:8])=[C:6]([CH3:9])[C:5]([CH3:10])=[CH:4][N:3]=2)[CH:16]=[CH:15][CH:14]=[CH:13][CH:12]=1. The catalyst class is: 6. (4) Reactant: [Cl:1][C:2]1[S:6][C:5]([O:7][CH2:8][C:9]([O:11]CC)=[O:10])=[CH:4][CH:3]=1.CO.C1COCC1.[Li+].[OH-]. Product: [Cl:1][C:2]1[S:6][C:5]([O:7][CH2:8][C:9]([OH:11])=[O:10])=[CH:4][CH:3]=1. The catalyst class is: 6.